Dataset: Full USPTO retrosynthesis dataset with 1.9M reactions from patents (1976-2016). Task: Predict the reactants needed to synthesize the given product. (1) Given the product [CH:10]1[C:11]2[CH:12]([CH2:14][O:15][C:16]([NH:18][C@@H:19]([CH:77]([CH3:79])[CH3:78])[C:20]([NH:22][C@@H:23]([CH3:76])[C:24]([NH:26][C:27]3[CH:28]=[CH:29][C:30]([C:33]4[CH2:34][CH:35]5[C@H:41]([O:42][Si:43]([C:46]([CH3:47])([CH3:48])[CH3:49])([CH3:45])[CH3:44])[N:40]([C:50]([O:52][C:53]([CH3:55])([CH3:56])[CH3:54])=[O:51])[C:39]6[CH:57]=[C:58]([OH:63])[C:59]([O:61][CH3:62])=[CH:60][C:38]=6[C:37](=[O:74])[N:36]5[CH:75]=4)=[CH:31][CH:32]=3)=[O:25])=[O:21])=[O:17])[C:13]3[C:5](=[CH:4][CH:3]=[CH:2][CH:1]=3)[C:6]=2[CH:7]=[CH:8][CH:9]=1, predict the reactants needed to synthesize it. The reactants are: [CH:1]1[C:13]2[CH:12]([CH2:14][O:15][C:16]([NH:18][C@@H:19]([CH:77]([CH3:79])[CH3:78])[C:20]([NH:22][C@@H:23]([CH3:76])[C:24]([NH:26][C:27]3[CH:32]=[CH:31][C:30]([C:33]4[CH2:34][CH:35]5[C@H:41]([O:42][Si:43]([C:46]([CH3:49])([CH3:48])[CH3:47])([CH3:45])[CH3:44])[N:40]([C:50]([O:52][C:53]([CH3:56])([CH3:55])[CH3:54])=[O:51])[C:39]6[CH:57]=[C:58]([O:63][Si](C(C)C)(C(C)C)C(C)C)[C:59]([O:61][CH3:62])=[CH:60][C:38]=6[C:37](=[O:74])[N:36]5[CH:75]=4)=[CH:29][CH:28]=3)=[O:25])=[O:21])=[O:17])[C:11]3[C:6](=[CH:7][CH:8]=[CH:9][CH:10]=3)[C:5]=2[CH:4]=[CH:3][CH:2]=1.[Li]OC(C)=O. (2) Given the product [Cl:1][C:2]1[N:7]=[C:6]([CH2:8][OH:9])[CH:5]=[C:4]([I:10])[C:3]=1[O:11][CH2:15][CH:12]1[CH2:14][CH2:13]1, predict the reactants needed to synthesize it. The reactants are: [Cl:1][C:2]1[N:7]=[C:6]([CH2:8][OH:9])[CH:5]=[C:4]([I:10])[C:3]=1[OH:11].[CH:12]1([CH2:15]Br)[CH2:14][CH2:13]1. (3) The reactants are: [H-].[Na+].[NH:3]([C:11]([O:13][C:14]([CH3:17])([CH3:16])[CH3:15])=[O:12])[C:4]([O:6][C:7]([CH3:10])([CH3:9])[CH3:8])=[O:5].Br[CH2:19][C:20]1[C:27]([O:28][CH3:29])=[CH:26][C:23]([C:24]#[N:25])=[CH:22][C:21]=1[O:30][CH3:31]. Given the product [C:24]([C:23]1[CH:22]=[C:21]([O:30][CH3:31])[C:20]([CH2:19][N:3]([C:4]([O:6][C:7]([CH3:8])([CH3:9])[CH3:10])=[O:5])[C:11]([O:13][C:14]([CH3:17])([CH3:16])[CH3:15])=[O:12])=[C:27]([O:28][CH3:29])[CH:26]=1)#[N:25], predict the reactants needed to synthesize it. (4) Given the product [CH3:19][C:20]1[S:21][C:22]([C:26]([NH:18][C:4]2[CH:5]=[CH:6][C:7]([C:8]3[N:12]([CH3:13])[N:11]=[C:10]([C:14]([F:16])([F:17])[F:15])[CH:9]=3)=[C:2]([F:1])[CH:3]=2)=[O:27])=[C:23]([CH3:25])[N:24]=1, predict the reactants needed to synthesize it. The reactants are: [F:1][C:2]1[CH:3]=[C:4]([NH2:18])[CH:5]=[CH:6][C:7]=1[C:8]1[N:12]([CH3:13])[N:11]=[C:10]([C:14]([F:17])([F:16])[F:15])[CH:9]=1.[CH3:19][C:20]1[S:21][C:22]([C:26](O)=[O:27])=[C:23]([CH3:25])[N:24]=1.ClC1C(C(NC2C=CC(C3N(C)N=C(C(F)(F)F)C=3)=C(F)C=2)=O)=NN(C)C=1.